The task is: Predict the reactants needed to synthesize the given product.. This data is from Full USPTO retrosynthesis dataset with 1.9M reactions from patents (1976-2016). (1) The reactants are: [CH3:1][N:2]([CH3:19])[CH2:3][CH2:4][N:5]1[CH2:11][CH2:10][CH2:9][C:8]2[NH:12][C:13]([CH:16]=O)=[C:14]([CH3:15])[C:7]=2[C:6]1=[O:18].[F:20][C:21]1[C:26]([F:27])=[CH:25][CH:24]=[CH:23][C:22]=1[C:28]1[CH:36]=[CH:35][CH:34]=[C:33]2[C:29]=1[CH2:30][C:31](=[O:37])[NH:32]2. Given the product [F:20][C:21]1[C:26]([F:27])=[CH:25][CH:24]=[CH:23][C:22]=1[C:28]1[CH:36]=[CH:35][CH:34]=[C:33]2[C:29]=1[C:30](=[CH:16][C:13]1[NH:12][C:8]3[CH2:9][CH2:10][CH2:11][N:5]([CH2:4][CH2:3][N:2]([CH3:19])[CH3:1])[C:6](=[O:18])[C:7]=3[C:14]=1[CH3:15])[C:31](=[O:37])[NH:32]2, predict the reactants needed to synthesize it. (2) Given the product [F:5][C:6]1[CH:14]=[C:13]([F:15])[CH:12]=[CH:11][C:7]=1[C:8]([C:25]1[C:26]([CH3:30])=[N:27][N:28]([CH3:29])[C:24]=1[C:18]1[CH:19]=[CH:20][C:21]([F:23])=[CH:22][C:17]=1[F:16])=[O:9], predict the reactants needed to synthesize it. The reactants are: [Cl-].[Al+3].[Cl-].[Cl-].[F:5][C:6]1[CH:14]=[C:13]([F:15])[CH:12]=[CH:11][C:7]=1[C:8](Cl)=[O:9].[F:16][C:17]1[CH:22]=[C:21]([F:23])[CH:20]=[CH:19][C:18]=1[C:24]1[N:28]([CH3:29])[N:27]=[C:26]([CH3:30])[CH:25]=1.FC1C=C(F)C=CC=1C=O.